This data is from Reaction yield outcomes from USPTO patents with 853,638 reactions. The task is: Predict the reaction yield, written as a fraction of the theoretical maximum amount of product (1.0 means a 100% yield; for example, 0.34 means a 34% yield). (1) The reactants are [CH:1]([NH:4][CH:5]([CH3:7])[CH3:6])([CH3:3])[CH3:2].[P:8]([Cl:11])(Cl)Cl. The catalyst is C(#N)C. The product is [CH:1]([N:4]([P:8]([N:4]([CH:5]([CH3:7])[CH3:6])[CH:1]([CH3:3])[CH3:2])[Cl:11])[CH:5]([CH3:7])[CH3:6])([CH3:3])[CH3:2]. The yield is 0.740. (2) The reactants are [C:1]1([C:7]2[CH:8]=[C:9]([OH:33])[C:10]([NH:13]C(C3C=CC=CC=3)(C3C=CC=CC=3)C3C=CC=CC=3)=[N:11][CH:12]=2)[CH:6]=[CH:5][CH:4]=[CH:3][CH:2]=1.C([O-])([O-])=O.[Cs+].[Cs+].[CH3:40][O:41][C:42]1[CH:43]=[C:44]([CH:47]=[CH:48][CH:49]=1)[CH2:45]Br. The catalyst is C1COCC1.ClCCl. The product is [CH3:40][O:41][C:42]1[CH:43]=[C:44]([CH:47]=[CH:48][CH:49]=1)[CH2:45][O:33][C:9]1[C:10]([NH2:13])=[N:11][CH:12]=[C:7]([C:1]2[CH:2]=[CH:3][CH:4]=[CH:5][CH:6]=2)[CH:8]=1. The yield is 0.600.